Dataset: Full USPTO retrosynthesis dataset with 1.9M reactions from patents (1976-2016). Task: Predict the reactants needed to synthesize the given product. (1) Given the product [CH3:1][C:2]1[C:3]([N:9]2[CH2:10][CH2:11][N:12]([C:15]([C:17]3[CH:22]=[CH:21][C:20]([N:23]4[CH2:28][CH2:27][CH2:26][N:25]([CH3:31])[S:24]4(=[O:29])=[O:30])=[CH:19][CH:18]=3)=[O:16])[CH2:13][CH2:14]2)=[N:4][CH:5]=[C:6]([CH3:8])[CH:7]=1, predict the reactants needed to synthesize it. The reactants are: [CH3:1][C:2]1[C:3]([N:9]2[CH2:14][CH2:13][N:12]([C:15]([C:17]3[CH:22]=[CH:21][C:20]([N:23]4[CH2:28][CH2:27][CH2:26][NH:25][S:24]4(=[O:30])=[O:29])=[CH:19][CH:18]=3)=[O:16])[CH2:11][CH2:10]2)=[N:4][CH:5]=[C:6]([CH3:8])[CH:7]=1.[CH3:31]I. (2) Given the product [NH:1]1[C:5]2[CH:6]=[CH:7][CH:8]=[CH:9][C:4]=2[N:3]=[C:2]1[C:10]([N:12]1[CH2:13][CH:14]([C:16]2[C:17]([N:22]3[CH2:27][CH2:26][C:25]([OH:28])([CH3:29])[CH2:24][CH2:23]3)=[N:18][CH:19]=[CH:20][N:21]=2)[CH2:15]1)=[O:11], predict the reactants needed to synthesize it. The reactants are: [NH:1]1[C:5]2[CH:6]=[CH:7][CH:8]=[CH:9][C:4]=2[N:3]=[C:2]1[C:10]([N:12]1[CH2:15][CH:14]([C:16]2[C:17]([N:22]3[CH2:27][CH2:26][C:25](=[O:28])[CH2:24][CH2:23]3)=[N:18][CH:19]=[CH:20][N:21]=2)[CH2:13]1)=[O:11].[CH3:29][Mg+].[Br-]. (3) Given the product [N:6]1[CH:7]=[CH:2][CH:3]=[CH:4][C:5]=1[CH2:27][C:24]1[CH:23]=[CH:22][C:21]([C:19]([NH:18][C:12]2[CH:13]=[CH:14][C:15]([Cl:17])=[CH:16][C:11]=2[C:9]([NH:8][C:5]2[CH:4]=[CH:3][C:2]([Cl:1])=[CH:7][N:6]=2)=[O:10])=[O:20])=[CH:26][CH:25]=1, predict the reactants needed to synthesize it. The reactants are: [Cl:1][C:2]1[CH:3]=[CH:4][C:5]([NH:8][C:9]([C:11]2[CH:16]=[C:15]([Cl:17])[CH:14]=[CH:13][C:12]=2[NH:18][C:19]([C:21]2[CH:26]=[CH:25][C:24]([CH2:27]Cl)=[CH:23][CH:22]=2)=[O:20])=[O:10])=[N:6][CH:7]=1.